From a dataset of Peptide-MHC class I binding affinity with 185,985 pairs from IEDB/IMGT. Regression. Given a peptide amino acid sequence and an MHC pseudo amino acid sequence, predict their binding affinity value. This is MHC class I binding data. (1) The peptide sequence is GLLIVKTVL. The MHC is HLA-B15:01 with pseudo-sequence HLA-B15:01. The binding affinity (normalized) is 0.101. (2) The peptide sequence is MVGLLSNSPH. The MHC is HLA-A03:01 with pseudo-sequence HLA-A03:01. The binding affinity (normalized) is 0.0472. (3) The binding affinity (normalized) is 0.0847. The MHC is HLA-E01:01 with pseudo-sequence HLA-E01:03. The peptide sequence is VTFWGFWLF. (4) The peptide sequence is KTFSAHNLF. The MHC is HLA-B15:17 with pseudo-sequence HLA-B15:17. The binding affinity (normalized) is 0.954. (5) The peptide sequence is LHAVGQAAE. The MHC is Mamu-B03 with pseudo-sequence Mamu-B03. The binding affinity (normalized) is 0. (6) The peptide sequence is YLTMKAIEK. The MHC is HLA-A33:01 with pseudo-sequence HLA-A33:01. The binding affinity (normalized) is 0.150. (7) The peptide sequence is IPLSEMVVKL. The MHC is HLA-B07:02 with pseudo-sequence HLA-B07:02. The binding affinity (normalized) is 0.0932. (8) The MHC is HLA-A31:01 with pseudo-sequence HLA-A31:01. The peptide sequence is SYWVRANFK. The binding affinity (normalized) is 1.00.